From a dataset of Reaction yield outcomes from USPTO patents with 853,638 reactions. Predict the reaction yield, written as a fraction of the theoretical maximum amount of product (1.0 means a 100% yield; for example, 0.34 means a 34% yield). (1) The reactants are C(=[N:14][C:15]1[CH:16]=[CH:17][C:18]([F:57])=[C:19]([C:21]2([CH:54]([F:56])[F:55])[CH2:27][CH2:26][S:25](=[O:29])(=[O:28])[CH2:24][C:23]([NH:30]C(C3C=CC(OC)=CC=3)(C3C=CC(OC)=CC=3)C3C=CC=CC=3)=[N:22]2)[CH:20]=1)(C1C=CC=CC=1)C1C=CC=CC=1.FC(F)(F)C(O)=O.C(=N)(C1C=CC=CC=1)C1C=CC=CC=1.Cl.C(=O)([O-])[O-].[Na+].[Na+]. The catalyst is ClCCl.O1CCOCC1. The product is [NH2:14][C:15]1[CH:16]=[CH:17][C:18]([F:57])=[C:19]([C:21]2([CH:54]([F:56])[F:55])[CH2:27][CH2:26][S:25](=[O:29])(=[O:28])[CH2:24][C:23]([NH2:30])=[N:22]2)[CH:20]=1. The yield is 0.850. (2) The reactants are [F:1][C:2]1[CH:7]=[CH:6][CH:5]=[C:4]([F:8])[C:3]=1[N:9]1[C:14]2[N:15]=[C:16]([NH:27][CH2:28][CH2:29][NH2:30])[N:17]=[C:18]([C:19]3[CH:24]=[CH:23][C:22]([F:25])=[CH:21][C:20]=3[CH3:26])[C:13]=2[CH:12]=[CH:11][C:10]1=[O:31].[CH:32]1([N:38]=[C:39]=[O:40])[CH2:37][CH2:36][CH2:35][CH2:34][CH2:33]1. No catalyst specified. The product is [F:1][C:2]1[CH:7]=[CH:6][CH:5]=[C:4]([F:8])[C:3]=1[N:9]1[C:14]2[N:15]=[C:16]([NH:27][CH2:28][CH2:29][NH:30][C:39]([NH:38][CH:32]3[CH2:37][CH2:36][CH2:35][CH2:34][CH2:33]3)=[O:40])[N:17]=[C:18]([C:19]3[CH:24]=[CH:23][C:22]([F:25])=[CH:21][C:20]=3[CH3:26])[C:13]=2[CH:12]=[CH:11][C:10]1=[O:31]. The yield is 0.780. (3) The reactants are [NH2:1][C:2]1[CH:7]=[CH:6][C:5]([C@H:8]2[CH2:14][N:13]([C:15]([O:17][C:18]([CH3:21])([CH3:20])[CH3:19])=[O:16])[CH2:12][CH2:11][CH2:10][O:9]2)=[CH:4][CH:3]=1.[Cl:22][C:23]1[CH:24]=[C:25]([CH:29]=[CH:30][CH:31]=1)[C:26](O)=[O:27].CN1CCOCC1.CN(C(ON1N=NC2C=CC=CC1=2)=[N+](C)C)C.F[P-](F)(F)(F)(F)F. The catalyst is O.O1CCCC1. The product is [Cl:22][C:23]1[CH:24]=[C:25]([CH:29]=[CH:30][CH:31]=1)[C:26]([NH:1][C:2]1[CH:7]=[CH:6][C:5]([C@H:8]2[CH2:14][N:13]([C:15]([O:17][C:18]([CH3:21])([CH3:20])[CH3:19])=[O:16])[CH2:12][CH2:11][CH2:10][O:9]2)=[CH:4][CH:3]=1)=[O:27]. The yield is 0.920. (4) The reactants are [NH:1]1[C:9]2[C:4](=[CH:5][CH:6]=[CH:7][CH:8]=2)[CH:3]=[C:2]1[C:10]1[C:11]([O:20][CH3:21])=[CH:12][C:13]([O:18][CH3:19])=[C:14]([CH:17]=1)[CH:15]=O.[C:22]([C:25]1[CH:30]=[CH:29][C:28]([S:31]([N:34]([CH3:36])[CH3:35])(=[O:33])=[O:32])=[CH:27][CH:26]=1)(=[O:24])[CH3:23]. The catalyst is CCCCCC.CCOC(C)=O. The product is [NH:1]1[C:9]2[C:4](=[CH:5][CH:6]=[CH:7][CH:8]=2)[CH:3]=[C:2]1[C:10]1[C:11]([O:20][CH3:21])=[CH:12][C:13]([O:18][CH3:19])=[C:14](/[CH:15]=[CH:23]/[C:22]([C:25]2[CH:26]=[CH:27][C:28]([S:31]([N:34]([CH3:35])[CH3:36])(=[O:33])=[O:32])=[CH:29][CH:30]=2)=[O:24])[CH:17]=1. The yield is 0.120. (5) The reactants are Cl[C:2]1[N:7]=[C:6]([O:8][C:9]2[CH:35]=[CH:34][CH:33]=[CH:32][C:10]=2[CH2:11][NH:12][C:13]([NH:15][C:16]2[N:20]([C:21]3[CH:26]=[CH:25][C:24]([CH3:27])=[CH:23][CH:22]=3)[N:19]=[C:18]([C:28]([CH3:31])([CH3:30])[CH3:29])[CH:17]=2)=[O:14])[CH:5]=[CH:4][N:3]=1.[CH2:36]([N:38]([CH2:43][CH3:44])[CH2:39][CH2:40][CH2:41][NH2:42])[CH3:37].C(=O)([O-])[O-].[Na+].[Na+]. The catalyst is C(O)C. The product is [CH2:36]([N:38]([CH2:43][CH3:44])[CH2:39][CH2:40][CH2:41][NH:42][C:2]1[N:7]=[C:6]([O:8][C:9]2[CH:35]=[CH:34][CH:33]=[CH:32][C:10]=2[CH2:11][NH:12][C:13]([NH:15][C:16]2[N:20]([C:21]3[CH:22]=[CH:23][C:24]([CH3:27])=[CH:25][CH:26]=3)[N:19]=[C:18]([C:28]([CH3:30])([CH3:29])[CH3:31])[CH:17]=2)=[O:14])[CH:5]=[CH:4][N:3]=1)[CH3:37]. The yield is 0.230. (6) The reactants are [C:1](Cl)([C:14]1[CH:19]=[CH:18][CH:17]=[CH:16][CH:15]=1)([C:8]1[CH:13]=[CH:12][CH:11]=[CH:10][CH:9]=1)[C:2]1[CH:7]=[CH:6][CH:5]=[CH:4][CH:3]=1.Cl.[NH:22]1[CH2:27][CH2:26][CH2:25][C:24](=[O:28])[CH2:23]1.C(N(CC)CC)C. The catalyst is C(Cl)Cl. The product is [C:1]([N:22]1[CH2:27][CH2:26][CH2:25][C:24](=[O:28])[CH2:23]1)([C:14]1[CH:19]=[CH:18][CH:17]=[CH:16][CH:15]=1)([C:8]1[CH:13]=[CH:12][CH:11]=[CH:10][CH:9]=1)[C:2]1[CH:7]=[CH:6][CH:5]=[CH:4][CH:3]=1. The yield is 0.330.